From a dataset of Reaction yield outcomes from USPTO patents with 853,638 reactions. Predict the reaction yield, written as a fraction of the theoretical maximum amount of product (1.0 means a 100% yield; for example, 0.34 means a 34% yield). (1) The reactants are [Br:1][C:2]1[CH:3]=[CH:4][C:5]([F:21])=[C:6]([CH:20]=1)[C:7]([CH:9]1[C:18](=[O:19])[CH2:17][CH2:16][C:11]2([O:15][CH2:14][CH2:13][O:12]2)[CH2:10]1)=[O:8].[CH2:22]1COCC1. No catalyst specified. The product is [Br:1][C:2]1[CH:3]=[CH:4][C:5]([F:21])=[C:6]([C:7]([CH:9]2[C:18]([OH:19])([CH3:22])[CH2:17][CH2:16][C:11]3([O:12][CH2:13][CH2:14][O:15]3)[CH2:10]2)=[O:8])[CH:20]=1. The yield is 0.651. (2) The reactants are [CH2:1]([N:8]([CH2:20][C:21]1[CH:26]=[CH:25][CH:24]=[CH:23][CH:22]=1)[CH:9]1[CH2:14][CH2:13][CH:12]([C:15]([O:17]CC)=[O:16])[CH2:11][CH2:10]1)[C:2]1[CH:7]=[CH:6][CH:5]=[CH:4][CH:3]=1.OS(O)(=O)=O.[OH-].[Na+]. The catalyst is O. The product is [CH2:20]([N:8]([CH2:1][C:2]1[CH:7]=[CH:6][CH:5]=[CH:4][CH:3]=1)[CH:9]1[CH2:14][CH2:13][CH:12]([C:15]([OH:17])=[O:16])[CH2:11][CH2:10]1)[C:21]1[CH:22]=[CH:23][CH:24]=[CH:25][CH:26]=1. The yield is 0.850. (3) The reactants are [Br:1][C:2]1[CH:8]=[CH:7][C:5](N)=[C:4]([O:9][CH2:10][CH3:11])[CH:3]=1.[I:12]I. The catalyst is C(#N)C. The product is [Br:1][C:2]1[CH:8]=[CH:7][C:5]([I:12])=[C:4]([O:9][CH2:10][CH3:11])[CH:3]=1. The yield is 0.530. (4) The reactants are [Cl:1][C:2]1[CH:7]=[C:6]([Br:8])[CH:5]=[C:4]([Cl:9])[C:3]=1I.CCCCCC.C([Li])CCC.FC(F)(F)S(O[Si:28]([CH3:31])([CH3:30])[CH3:29])(=O)=O. The catalyst is C(OCC)C. The product is [Cl:1][C:2]1[CH:7]=[C:6]([Br:8])[CH:5]=[C:4]([Cl:9])[C:3]=1[Si:28]([CH3:31])([CH3:30])[CH3:29]. The yield is 0.900. (5) The yield is 0.590. The catalyst is CN(C=O)C. The product is [Cl:1][C:2]1[N:7]=[C:6]([N:8]([CH2:17][CH2:18][C:19]2[CH:24]=[CH:23][CH:22]=[CH:21][CH:20]=2)[C:9]2[CH:14]=[CH:13][CH:12]=[CH:11][CH:10]=2)[CH:5]=[CH:4][N:3]=1. The reactants are [Cl:1][C:2]1[N:7]=[C:6]([NH:8][C:9]2[CH:14]=[CH:13][CH:12]=[CH:11][CH:10]=2)[CH:5]=[CH:4][N:3]=1.[H-].[Na+].[CH2:17](Br)[CH2:18][C:19]1[CH:24]=[CH:23][CH:22]=[CH:21][CH:20]=1. (6) The reactants are C(N=C=NCCCN(C)C)C.Cl.C(N(CC)CC)C.[Br:20][C:21]1[O:25][C:24]([C:26]([OH:28])=O)=[CH:23][CH:22]=1.C1C=CC2N(O)N=NC=2C=1.Cl.[CH3:40][O:41][NH:42][CH3:43]. The catalyst is ClCCl. The product is [CH3:40][O:41][N:42]([CH3:43])[C:26]([C:24]1[O:25][C:21]([Br:20])=[CH:22][CH:23]=1)=[O:28]. The yield is 0.850.